Dataset: Reaction yield outcomes from USPTO patents with 853,638 reactions. Task: Predict the reaction yield, written as a fraction of the theoretical maximum amount of product (1.0 means a 100% yield; for example, 0.34 means a 34% yield). (1) The reactants are [CH2:1]([O:8][C:9]1[CH:13]=[C:12]([C:14](OC)=[O:15])[N:11]([CH2:18][CH:19]([CH3:21])[CH3:20])[N:10]=1)[C:2]1[CH:7]=[CH:6][CH:5]=[CH:4][CH:3]=1.[H-].[Al+3].[Li+].[H-].[H-].[H-].O.O.O.O.O.O.O.O.O.O.S([O-])([O-])(=O)=O.[Na+].[Na+]. The catalyst is O1CCCC1. The product is [CH2:1]([O:8][C:9]1[CH:13]=[C:12]([CH:14]=[O:15])[N:11]([CH2:18][CH:19]([CH3:21])[CH3:20])[N:10]=1)[C:2]1[CH:3]=[CH:4][CH:5]=[CH:6][CH:7]=1. The yield is 0.730. (2) The reactants are C(OC(=O)[NH:10][C@H:11]1[CH2:16][CH2:15][C@H:14]([CH2:17][NH:18][C:19]([O:21][C:22]([CH3:25])([CH3:24])[CH3:23])=[O:20])[CH2:13][CH2:12]1)C1C=CC=CC=1. The catalyst is CO.CCCCCC.[Pd]. The product is [C:22]([O:21][C:19](=[O:20])[NH:18][CH2:17][C@H:14]1[CH2:13][CH2:12][C@H:11]([NH2:10])[CH2:16][CH2:15]1)([CH3:25])([CH3:23])[CH3:24]. The yield is 1.00. (3) The product is [N+:12]([C:11]1[CH:10]=[C:9]2[C:4]([C:5](=[O:21])[N:6]([NH:16][S:17]([CH3:20])(=[O:19])=[O:18])[C:7](=[O:15])[NH:8]2)=[CH:3][C:2]=1[N:22]1[CH:26]=[N:25][CH:24]=[N:23]1)([O-:14])=[O:13]. No catalyst specified. The reactants are F[C:2]1[CH:3]=[C:4]2[C:9](=[CH:10][C:11]=1[N+:12]([O-:14])=[O:13])[NH:8][C:7](=[O:15])[N:6]([NH:16][S:17]([CH3:20])(=[O:19])=[O:18])[C:5]2=[O:21].[NH:22]1[CH:26]=[N:25][CH:24]=[N:23]1. The yield is 0.830. (4) The reactants are C(O[C:6](=O)[N:7]([C@H:9]1[CH2:14][CH2:13][C@H:12]([CH:15]=[C:16]([Br:18])[Br:17])[CH2:11][CH2:10]1)C)(C)(C)C.C(O)(C(F)(F)F)=O. The catalyst is C(Cl)Cl. The product is [Br:17][C:16]([Br:18])=[CH:15][C@H:12]1[CH2:13][CH2:14][C@H:9]([NH:7][CH3:6])[CH2:10][CH2:11]1. The yield is 0.870.